This data is from Reaction yield outcomes from USPTO patents with 853,638 reactions. The task is: Predict the reaction yield, written as a fraction of the theoretical maximum amount of product (1.0 means a 100% yield; for example, 0.34 means a 34% yield). (1) The reactants are [CH3:1][O:2][C:3]1[C:4]([N+:10]([O-:12])=[O:11])=[C:5]([CH:7]=[CH:8][CH:9]=1)[NH2:6].[H-].[Na+].[C:15](O[C:15]([O:17][C:18]([CH3:21])([CH3:20])[CH3:19])=[O:16])([O:17][C:18]([CH3:21])([CH3:20])[CH3:19])=[O:16].O. The catalyst is C1COCC1. The product is [C:18]([O:17][C:15]([NH:6][C:5]1[CH:7]=[CH:8][CH:9]=[C:3]([O:2][CH3:1])[C:4]=1[N+:10]([O-:12])=[O:11])=[O:16])([CH3:21])([CH3:20])[CH3:19]. The yield is 0.950. (2) The reactants are [F:1][C:2]1[CH:8]=[CH:7][C:5]([NH2:6])=[C:4]([N+:9]([O-:11])=[O:10])[CH:3]=1.[Br:12]Br. The catalyst is ClCCl.C(O)(=O)C. The product is [Br:12][C:7]1[CH:8]=[C:2]([F:1])[CH:3]=[C:4]([N+:9]([O-:11])=[O:10])[C:5]=1[NH2:6]. The yield is 0.760. (3) The reactants are C(O[C:6]([N:8]1[C:20]2[C:11](=[C:12]3[C:17](=[C:18]([OH:21])[CH:19]=2)[N:16]=[CH:15][CH:14]=[CH:13]3)[CH:10]([CH2:22][Cl:23])[CH2:9]1)=[O:7])(C)(C)C.Cl.[OH:25][C:26]1[CH:27]=[C:28]([CH:34]=[CH:35][C:36]=1[O:37][CH3:38])[CH:29]=[CH:30]C(O)=O.CCN=C=NCCCN(C)C. The catalyst is O1CCOCC1.CC(N(C)C)=O. The product is [Cl:23][CH2:22][CH:10]1[C:11]2=[C:12]3[C:17](=[C:18]([OH:21])[CH:19]=[C:20]2[N:8]([C:6](=[O:7])/[CH:30]=[CH:29]/[C:28]2[CH:34]=[CH:35][C:36]([O:37][CH3:38])=[C:26]([OH:25])[CH:27]=2)[CH2:9]1)[N:16]=[CH:15][CH:14]=[CH:13]3. The yield is 0.0800. (4) The reactants are O=P(Cl)(Cl)Cl.[CH3:6][N:7]1[C:15]2[CH:14]=[CH:13][CH:12]=[C:11]([C:16]#[N:17])[C:10]=2[CH:9]=[C:8]1[C:18]1[CH:23]=[CH:22][CH:21]=[CH:20][CH:19]=1.CN([CH:27]=[O:28])C. No catalyst specified. The product is [CH:27]([C:9]1[C:10]2[C:11]([C:16]#[N:17])=[CH:12][CH:13]=[CH:14][C:15]=2[N:7]([CH3:6])[C:8]=1[C:18]1[CH:23]=[CH:22][CH:21]=[CH:20][CH:19]=1)=[O:28]. The yield is 0.660. (5) The reactants are Cl[C:2]1[N:10]=[C:9]2[C:5]([N:6]=[C:7]([CH2:12][CH2:13][N:14]3[CH2:17][CH:16]([N:18]4[CH2:23][CH2:22][S:21](=[O:25])(=[O:24])[CH2:20][CH2:19]4)[CH2:15]3)[N:8]2[CH3:11])=[C:4]([N:26]2[CH2:31][CH2:30][O:29][CH2:28][CH2:27]2)[N:3]=1.[CH2:32]([C:34]1[NH:35][C:36]2[CH:42]=[CH:41][CH:40]=[CH:39][C:37]=2[N:38]=1)[CH3:33].CC(C1C=C(C(C)C)C(C2C=CC=CC=2P(C2CCCCC2)C2CCCCC2)=C(C(C)C)C=1)C.C([O-])([O-])=O.[Cs+].[Cs+]. The product is [CH2:32]([C:34]1[N:35]([C:2]2[N:10]=[C:9]3[C:5]([N:6]=[C:7]([CH2:12][CH2:13][N:14]4[CH2:15][CH:16]([N:18]5[CH2:23][CH2:22][S:21](=[O:24])(=[O:25])[CH2:20][CH2:19]5)[CH2:17]4)[N:8]3[CH3:11])=[C:4]([N:26]3[CH2:27][CH2:28][O:29][CH2:30][CH2:31]3)[N:3]=2)[C:36]2[CH:42]=[CH:41][CH:40]=[CH:39][C:37]=2[N:38]=1)[CH3:33]. The catalyst is O1CCOCC1.C1C=CC(/C=C/C(/C=C/C2C=CC=CC=2)=O)=CC=1.C1C=CC(/C=C/C(/C=C/C2C=CC=CC=2)=O)=CC=1.C1C=CC(/C=C/C(/C=C/C2C=CC=CC=2)=O)=CC=1.[Pd].[Pd]. The yield is 0.690. (6) The reactants are [NH:1]1[C:9]2[C:4](=[CH:5][CH:6]=[C:7]([CH2:10][OH:11])[CH:8]=2)[CH:3]=[CH:2]1.[H-].[Na+].[CH3:14][C:15]([Si:18](Cl)([CH3:20])[CH3:19])([CH3:17])[CH3:16]. The catalyst is C1COCC1.ClCCl. The product is [Si:18]([O:11][CH2:10][C:7]1[CH:8]=[C:9]2[C:4]([CH:3]=[CH:2][NH:1]2)=[CH:5][CH:6]=1)([C:15]([CH3:17])([CH3:16])[CH3:14])([CH3:20])[CH3:19]. The yield is 0.460. (7) The reactants are [CH2:1]([O:8][C:9](=[O:26])[CH:10](Br)[CH2:11][CH2:12][C:13]1[CH:17]=[CH:16][N:15](C(OC(C)(C)C)=O)[N:14]=1)[C:2]1[CH:7]=[CH:6][CH:5]=[CH:4][CH:3]=1.C(O)(C(F)(F)F)=O.C(=O)([O-])[O-].[K+].[K+].[I-].[Na+]. The catalyst is ClCCl. The product is [N:15]1[N:14]2[CH:10]([C:9]([O:8][CH2:1][C:2]3[CH:7]=[CH:6][CH:5]=[CH:4][CH:3]=3)=[O:26])[CH2:11][CH2:12][C:13]2=[CH:17][CH:16]=1. The yield is 0.640.